Predict the product of the given reaction. From a dataset of Forward reaction prediction with 1.9M reactions from USPTO patents (1976-2016). (1) The product is: [CH3:1][O:2][C:3](=[O:23])[CH2:4][C:5]1[C:14]([CH3:15])=[C:13]([CH:16]2[CH2:17][CH2:18][N:19]([S:25]([CH3:24])(=[O:27])=[O:26])[CH2:20][CH2:21]2)[C:12]2[C:7](=[CH:8][CH:9]=[C:10]([F:22])[CH:11]=2)[CH:6]=1. Given the reactants [CH3:1][O:2][C:3](=[O:23])[CH2:4][C:5]1[C:14]([CH3:15])=[C:13]([CH:16]2[CH2:21][CH2:20][NH:19][CH2:18][CH2:17]2)[C:12]2[C:7](=[CH:8][CH:9]=[C:10]([F:22])[CH:11]=2)[CH:6]=1.[CH3:24][S:25](Cl)(=[O:27])=[O:26].C(N(CC)C(C)C)(C)C, predict the reaction product. (2) Given the reactants [F:1][C:2]([F:18])([F:17])[C:3]1[CH:4]=[C:5]([CH:14]=[CH:15][CH:16]=1)[CH2:6][CH:7]1[S:11][C:10]([NH2:12])=[N:9][C:8]1=[O:13].[S:19](Cl)([C:22]1[CH:28]=[CH:27][C:25]([CH3:26])=[CH:24][CH:23]=1)(=[O:21])=[O:20].C([O-])(O)=O.[Na+], predict the reaction product. The product is: [F:18][C:2]([F:1])([F:17])[C:3]1[CH:4]=[C:5]([CH:14]=[CH:15][CH:16]=1)[CH2:6][CH:7]1[S:11][C:10](=[N:12][S:19]([C:22]2[CH:28]=[CH:27][C:25]([CH3:26])=[CH:24][CH:23]=2)(=[O:21])=[O:20])[NH:9][C:8]1=[O:13]. (3) The product is: [CH2:1]([CH:8]1[CH2:13][CH2:12][N:11]([CH2:14][CH2:15][CH2:16][N:17]([C:26]2[CH:27]=[CH:28][CH:29]=[CH:30][CH:31]=2)[C:18]([CH:20]2[CH2:25][CH2:24][N:23]([S:40]([CH3:39])(=[O:42])=[O:41])[CH2:22][CH2:21]2)=[O:19])[CH2:10][CH2:9]1)[C:2]1[CH:7]=[CH:6][CH:5]=[CH:4][CH:3]=1. Given the reactants [CH2:1]([CH:8]1[CH2:13][CH2:12][N:11]([CH2:14][CH2:15][CH2:16][N:17]([C:26]2[CH:31]=[CH:30][CH:29]=[CH:28][CH:27]=2)[C:18]([CH:20]2[CH2:25][CH2:24][NH:23][CH2:22][CH2:21]2)=[O:19])[CH2:10][CH2:9]1)[C:2]1[CH:7]=[CH:6][CH:5]=[CH:4][CH:3]=1.C(N(CC)CC)C.[CH3:39][S:40](Cl)(=[O:42])=[O:41].C(=O)([O-])O.[Na+], predict the reaction product. (4) Given the reactants [CH2:1]([O:4][C:5]1([CH3:50])[CH2:10][CH2:9][N:8]([C:11]2[N:16]3[CH:17]=[C:18]([C:20]4[CH:21]=[C:22]([C:26]5[CH:31]=[CH:30][CH:29]=[C:28]([F:32])[C:27]=5[O:33][C@H:34]([CH2:36]C=C)[CH3:35])[CH:23]=[CH:24][CH:25]=4)[N:19]=[C:15]3[CH:14]=[C:13]([CH3:39])[C:12]=2[C@H:40]([O:45][C:46]([CH3:49])([CH3:48])[CH3:47])[C:41]([O:43][CH3:44])=[O:42])[CH2:7][CH2:6]1)[CH:2]=[CH2:3].C(O[C@@H](C1C(C)=CC2=NC3=CN2C=1N1CCC(C)(OCC=CC[C@H](C)OC2C=C(F)C=CC=2C2C=C3C=CC=2)CC1)C(OC)=O)(C)(C)C, predict the reaction product. The product is: [C:46]([O:45][C@@H:40]([C:12]1[C:13]([CH3:39])=[CH:14][C:15]2=[N:19][C:18]3=[CH:17][N:16]2[C:11]=1[N:8]1[CH2:9][CH2:10][C:5]([CH3:50])([O:4][CH2:1][CH:2]=[CH:3][CH2:35][C@H:34]([CH3:36])[O:33][C:27]2[C:28]([F:32])=[CH:29][CH:30]=[CH:31][C:26]=2[C:22]2[CH:21]=[C:20]3[CH:25]=[CH:24][CH:23]=2)[CH2:6][CH2:7]1)[C:41]([O:43][CH3:44])=[O:42])([CH3:48])([CH3:49])[CH3:47].